Dataset: Reaction yield outcomes from USPTO patents with 853,638 reactions. Task: Predict the reaction yield, written as a fraction of the theoretical maximum amount of product (1.0 means a 100% yield; for example, 0.34 means a 34% yield). (1) The catalyst is C(Cl)(=O)C(Cl)=O.CN(C)C(=O)C. The yield is 0.780. The product is [Cl:1][C:2]1[C:10]([C:11]([C:14]#[N:15])([CH3:13])[CH3:12])=[CH:9][CH:8]=[CH:7][C:3]=1[C:4]([NH:21][C:22]1[CH:23]=[C:24]([O:25][C:26]2[N:31]=[C:30]3[S:32][C:33]([NH:35][C:36]([CH:38]4[CH2:40][CH2:39]4)=[O:37])=[N:34][C:29]3=[CH:28][CH:27]=2)[CH:41]=[CH:42][C:43]=1[F:44])=[O:6]. The reactants are [Cl:1][C:2]1[C:10]([C:11]([C:14]#[N:15])([CH3:13])[CH3:12])=[CH:9][CH:8]=[CH:7][C:3]=1[C:4]([OH:6])=O.CN(C)C=O.[NH2:21][C:22]1[CH:23]=[C:24]([CH:41]=[CH:42][C:43]=1[F:44])[O:25][C:26]1[N:31]=[C:30]2[S:32][C:33]([NH:35][C:36]([CH:38]3[CH2:40][CH2:39]3)=[O:37])=[N:34][C:29]2=[CH:28][CH:27]=1.O. (2) The reactants are [CH3:1][C:2]1[O:3][C:4]2[CH:10]=[CH:9][C:8]([C:11](=O)[CH2:12][C:13]([O:15]CC)=O)=[CH:7][C:5]=2[CH:6]=1.CC1C=CC(S(O)(=O)=O)=CC=1.[N:30]1[CH:35]=[CH:34][CH:33]=[CH:32][C:31]=1[C:36]1[CH:37]=[N:38][NH:39][C:40]=1[NH2:41]. The catalyst is CCCCO. The product is [CH3:1][C:2]1[O:3][C:4]2[CH:10]=[CH:9][C:8]([C:11]3[NH:41][C:40]4[N:39]([N:38]=[CH:37][C:36]=4[C:31]4[CH:32]=[CH:33][CH:34]=[CH:35][N:30]=4)[C:13](=[O:15])[CH:12]=3)=[CH:7][C:5]=2[CH:6]=1. The yield is 0.220. (3) The catalyst is FC(F)(F)C(O)=O. The yield is 0.750. The reactants are C([O:8][C:9]1[C:14]([CH2:15][N:16]2[CH2:25][CH2:24][C:23]3[C:18](=[C:19]([Cl:34])[C:20]([C:27]4[C:28]([CH3:33])=[N:29][O:30][C:31]=4[CH3:32])=[CH:21][C:22]=3[Cl:26])[C:17]2=[O:35])=[C:13]([CH3:36])[CH:12]=[C:11]([CH3:37])[N:10]=1)C1C=CC=CC=1. The product is [Cl:26][C:22]1[CH:21]=[C:20]([C:27]2[C:28]([CH3:33])=[N:29][O:30][C:31]=2[CH3:32])[C:19]([Cl:34])=[C:18]2[C:23]=1[CH2:24][CH2:25][N:16]([CH2:15][C:14]1[C:9](=[O:8])[NH:10][C:11]([CH3:37])=[CH:12][C:13]=1[CH3:36])[C:17]2=[O:35].